From a dataset of Full USPTO retrosynthesis dataset with 1.9M reactions from patents (1976-2016). Predict the reactants needed to synthesize the given product. Given the product [ClH:32].[CH3:15][N:16]([CH3:17])[CH:8]1[CH2:9][CH2:10][CH:11]2[C:7]1([C:4]1[CH:5]=[CH:6][C:1]([CH3:14])=[CH:2][CH:3]=1)[CH2:12]2, predict the reactants needed to synthesize it. The reactants are: [C:1]1([CH3:14])[CH:6]=[CH:5][C:4]([C:7]23[CH2:12][CH:11]2[CH2:10][CH2:9][C:8]3=O)=[CH:3][CH:2]=1.[CH3:15][NH:16][CH3:17].C(O[BH-](OC(=O)C)OC(=O)C)(=O)C.[Na+].[Cl:32]CCl.